From a dataset of Peptide-MHC class I binding affinity with 185,985 pairs from IEDB/IMGT. Regression. Given a peptide amino acid sequence and an MHC pseudo amino acid sequence, predict their binding affinity value. This is MHC class I binding data. (1) The peptide sequence is PTPVNIIGRNL. The MHC is HLA-A29:02 with pseudo-sequence HLA-A29:02. The binding affinity (normalized) is 0. (2) The peptide sequence is VVFEDGLPR. The MHC is HLA-A02:03 with pseudo-sequence HLA-A02:03. The binding affinity (normalized) is 0.0847. (3) The peptide sequence is KAVATAPGL. The MHC is Mamu-B3901 with pseudo-sequence Mamu-B3901. The binding affinity (normalized) is 1.00. (4) The peptide sequence is RRYDKLMSF. The MHC is HLA-A26:03 with pseudo-sequence HLA-A26:03. The binding affinity (normalized) is 0.0847.